Dataset: Forward reaction prediction with 1.9M reactions from USPTO patents (1976-2016). Task: Predict the product of the given reaction. (1) Given the reactants Br[C:2]1[CH:3]=[C:4]2[C:9](=[CH:10][CH:11]=1)[N:8]=[CH:7][C:6]([C:12]([CH:14]1[CH2:16][CH2:15]1)=[O:13])=[C:5]2[NH:17][C:18]1[CH:19]=[N:20][CH:21]=[C:22]([CH2:24][CH2:25][N:26]2[CH2:30][CH2:29][CH2:28][CH2:27]2)[CH:23]=1.[Cl:31][C:32]1[CH:37]=[C:36](B2OC(C)(C)C(C)(C)O2)[CH:35]=[C:34]([Cl:47])[C:33]=1[OH:48], predict the reaction product. The product is: [CH:14]1([C:12]([C:6]2[CH:7]=[N:8][C:9]3[C:4]([C:5]=2[NH:17][C:18]2[CH:19]=[N:20][CH:21]=[C:22]([CH2:24][CH2:25][N:26]4[CH2:27][CH2:28][CH2:29][CH2:30]4)[CH:23]=2)=[CH:3][C:2]([C:36]2[CH:37]=[C:32]([Cl:31])[C:33]([OH:48])=[C:34]([Cl:47])[CH:35]=2)=[CH:11][CH:10]=3)=[O:13])[CH2:15][CH2:16]1. (2) Given the reactants [Mg].II.[CH:4]([C:7]1[CH:12]=[CH:11][C:10](Br)=[CH:9][CH:8]=1)([CH3:6])[CH3:5].[CH:14]([C:16]1[C:24]2[O:23][CH2:22][CH:21]([C:25]3[CH:30]=[CH:29][CH:28]=[CH:27][CH:26]=3)[C:20]=2[C:19]([CH3:31])=[C:18]([NH:32][C:33](=[O:39])[CH2:34][C:35]([CH3:38])([CH3:37])[CH3:36])[C:17]=1[CH3:40])=[O:15], predict the reaction product. The product is: [OH:15][CH:14]([C:10]1[CH:11]=[CH:12][C:7]([CH:4]([CH3:6])[CH3:5])=[CH:8][CH:9]=1)[C:16]1[C:24]2[O:23][CH2:22][CH:21]([C:25]3[CH:30]=[CH:29][CH:28]=[CH:27][CH:26]=3)[C:20]=2[C:19]([CH3:31])=[C:18]([NH:32][C:33](=[O:39])[CH2:34][C:35]([CH3:36])([CH3:37])[CH3:38])[C:17]=1[CH3:40]. (3) Given the reactants [Cl:1][C:2]1[CH:3]=[C:4]2[CH:10]=[C:9]([C:11]([OH:13])=O)[NH:8][C:5]2=[CH:6][N:7]=1.[O:14]=[C:15]([C:18]1[CH:23]=[CH:22][CH:21]=[CH:20][CH:19]=1)[CH2:16][NH2:17], predict the reaction product. The product is: [O:14]=[C:15]([C:18]1[CH:23]=[CH:22][CH:21]=[CH:20][CH:19]=1)[CH2:16][NH:17][C:11]([C:9]1[NH:8][C:5]2=[CH:6][N:7]=[C:2]([Cl:1])[CH:3]=[C:4]2[CH:10]=1)=[O:13]. (4) Given the reactants [C:1]([O:5][C:6]([NH:8][CH:9]1[CH2:14][CH2:13][N:12]([C:15]2SC(C(OC)=O)=CN=2)[CH2:11][CH2:10]1)=[O:7])([CH3:4])([CH3:3])[CH3:2].ClC1[C:34]2[C:29](=[CH:30][CH:31]=[CH:32][CH:33]=2)[N:28]=[C:27]([C:35]([O:37][CH3:38])=[O:36])[CH:26]=1, predict the reaction product. The product is: [C:1]([O:5][C:6]([NH:8][CH:9]1[CH2:10][CH2:11][N:12]([C:15]2[C:34]3[C:29](=[CH:30][CH:31]=[CH:32][CH:33]=3)[N:28]=[C:27]([C:35]([O:37][CH3:38])=[O:36])[CH:26]=2)[CH2:13][CH2:14]1)=[O:7])([CH3:2])([CH3:3])[CH3:4]. (5) Given the reactants FC(F)(F)C(O)=O.[Cl:8][C:9]1[C:10]([F:38])=[C:11]([CH:15]2[C:19]([C:22]3[CH:27]=[CH:26][C:25]([Cl:28])=[CH:24][C:23]=3[CH3:29])([C:20]#[N:21])[CH:18]([CH2:30][C:31]([CH3:34])([CH3:33])[CH3:32])[NH:17][CH:16]2[C:35]([OH:37])=O)[CH:12]=[CH:13][CH:14]=1.CC1(C)[O:44][C@@H:43]([CH2:45][CH2:46][NH2:47])[CH2:42][O:41]1.CN(C(ON1N=NC2C=CC=NC1=2)=[N+](C)C)C.F[P-](F)(F)(F)(F)F.CCN(C(C)C)C(C)C.Cl, predict the reaction product. The product is: [OH:44][C@H:43]([CH2:42][OH:41])[CH2:45][CH2:46][NH:47][C:35]([CH:16]1[CH:15]([C:11]2[CH:12]=[CH:13][CH:14]=[C:9]([Cl:8])[C:10]=2[F:38])[C:19]([C:22]2[CH:27]=[CH:26][C:25]([Cl:28])=[CH:24][C:23]=2[CH3:29])([C:20]#[N:21])[CH:18]([CH2:30][C:31]([CH3:32])([CH3:33])[CH3:34])[NH:17]1)=[O:37]. (6) Given the reactants [I:1][C:2]1[CH:3]=[C:4]2[C:8](=[CH:9][CH:10]=1)[NH:7][N:6]=[C:5]2[C:11](OCC)=[O:12].[H-].C([Al+]CC(C)C)C(C)C, predict the reaction product. The product is: [OH:12][CH2:11][C:5]1[C:4]2[C:8](=[CH:9][CH:10]=[C:2]([I:1])[CH:3]=2)[NH:7][N:6]=1. (7) Given the reactants C(OC([N:8]([CH2:43][CH2:44][CH2:45][C:46]1[CH:51]=[CH:50][CH:49]=[CH:48][CH:47]=1)[CH2:9][CH2:10][CH2:11][O:12][C:13]1[C:14]([O:41][CH3:42])=[C:15]([C@@H:19]2[C:25]3[CH:26]=[C:27]([Cl:30])[CH:28]=[CH:29][C:24]=3[N:23]([CH2:31][C:32]([CH3:35])([CH3:34])[CH3:33])[C:22](=[O:36])[C@@H:21]([CH2:37]C(O)=O)[O:20]2)[CH:16]=[CH:17][CH:18]=1)=O)(C)(C)C.C(O[C:57](=[O:63])[NH:58][CH2:59][CH2:60][CH2:61][NH2:62])(C)(C)C, predict the reaction product. The product is: [ClH:30].[ClH:30].[NH2:62][CH2:61][CH2:60][CH2:59][NH:58][C:57](=[O:63])[CH2:37][C@H:21]1[O:20][C@H:19]([C:15]2[CH:16]=[CH:17][CH:18]=[C:13]([O:12][CH2:11][CH2:10][CH2:9][NH:8][CH2:43][CH2:44][CH2:45][C:46]3[CH:47]=[CH:48][CH:49]=[CH:50][CH:51]=3)[C:14]=2[O:41][CH3:42])[C:25]2[CH:26]=[C:27]([Cl:30])[CH:28]=[CH:29][C:24]=2[N:23]([CH2:31][C:32]([CH3:35])([CH3:34])[CH3:33])[C:22]1=[O:36]. (8) Given the reactants [Br:1][C:2]1[CH:23]=[CH:22][C:5]2[N:6]([CH2:9][C:10]3[CH:21]=[CH:20][C:13]4[N:14]=[C:15](S(C)=O)[S:16][C:12]=4[CH:11]=3)[CH:7]=[N:8][C:4]=2[CH:3]=1.[NH2:24][C@@H:25]1[CH2:30][CH2:29][CH2:28][CH2:27][C@H:26]1[OH:31].CCN(C(C)C)C(C)C.O, predict the reaction product. The product is: [Br:1][C:2]1[CH:23]=[CH:22][C:5]2[N:6]([CH2:9][C:10]3[CH:21]=[CH:20][C:13]4[N:14]=[C:15]([NH:24][C@@H:25]5[CH2:30][CH2:29][CH2:28][CH2:27][C@H:26]5[OH:31])[S:16][C:12]=4[CH:11]=3)[CH:7]=[N:8][C:4]=2[CH:3]=1. (9) Given the reactants [Cl:1][C:2]1[C:3]([O:27][CH2:28][C:29]2[CH:34]=[CH:33][CH:32]=[C:31]([C:35]3[CH:44]=[CH:43][C:38]4[O:39][CH2:40][CH2:41][O:42][C:37]=4[CH:36]=3)[C:30]=2[C:45]#[N:46])=[CH:4][C:5]([O:17][CH2:18][C:19]2[CH:24]=[CH:23][CH:22]=[C:21]([C:25]#[N:26])[CH:20]=2)=[C:6]([CH:16]=1)[CH2:7][NH:8][C@:9](C)([CH2:13][OH:14])[C:10]([OH:12])=[O:11].ClC1C=C(C=O)C(OCC2C=CC=C(C#N)C=2)=CC=1OCC1C=CC=C(C2C=CC3OCCOC=3C=2)C=1C#N.N[C@H](CO)C(O)=O, predict the reaction product. The product is: [Cl:1][C:2]1[C:3]([O:27][CH2:28][C:29]2[CH:34]=[CH:33][CH:32]=[C:31]([C:35]3[CH:44]=[CH:43][C:38]4[O:39][CH2:40][CH2:41][O:42][C:37]=4[CH:36]=3)[C:30]=2[C:45]#[N:46])=[CH:4][C:5]([O:17][CH2:18][C:19]2[CH:24]=[CH:23][CH:22]=[C:21]([C:25]#[N:26])[CH:20]=2)=[C:6]([CH:16]=1)[CH2:7][NH:8][C@H:9]([CH2:13][OH:14])[C:10]([OH:12])=[O:11]. (10) Given the reactants [H-].[Na+].[Cl:3][C:4]1[CH:5]=[CH:6][C:7]([NH:10][C:11](=[O:18])[C@@H:12]([OH:17])[CH2:13][O:14][CH2:15][CH3:16])=[N:8][CH:9]=1.Cl[C:20]1[N:25]=[CH:24][N:23]=[C:22]2[N:26]([C:29]3[CH:34]=[CH:33][N:32]=[CH:31][C:30]=3[CH3:35])[N:27]=[CH:28][C:21]=12.C(O)(=O)CC(CC(O)=O)(C(O)=O)O, predict the reaction product. The product is: [Cl:3][C:4]1[CH:5]=[CH:6][C:7]([NH:10][C:11](=[O:18])[C@@H:12]([O:17][C:20]2[C:21]3[CH:28]=[N:27][N:26]([C:29]4[CH:34]=[CH:33][N:32]=[CH:31][C:30]=4[CH3:35])[C:22]=3[N:23]=[CH:24][N:25]=2)[CH2:13][O:14][CH2:15][CH3:16])=[N:8][CH:9]=1.